From a dataset of Full USPTO retrosynthesis dataset with 1.9M reactions from patents (1976-2016). Predict the reactants needed to synthesize the given product. (1) Given the product [CH3:29][O:30][C:31](=[O:36])[C:32]([NH:35][C:14]([C:12]1[CH:11]=[N:10][C:9]([N:17]2[CH2:18][CH2:19][CH2:20][CH2:21][CH2:22]2)=[C:8]([C:5]2[CH:4]=[CH:3][C:2]([F:1])=[CH:7][CH:6]=2)[N:13]=1)=[O:15])([CH3:34])[CH3:33], predict the reactants needed to synthesize it. The reactants are: [F:1][C:2]1[CH:7]=[CH:6][C:5]([C:8]2[N:13]=[C:12]([C:14](O)=[O:15])[CH:11]=[N:10][C:9]=2[N:17]2[CH2:22][CH2:21][CH2:20][CH2:19][CH2:18]2)=[CH:4][CH:3]=1.C(Cl)(=O)C(Cl)=O.[CH3:29][O:30][C:31](=[O:36])[C:32]([NH2:35])([CH3:34])[CH3:33].C(N(CC)C(C)C)(C)C.[N-]=C=O. (2) Given the product [F:1][C:2]1[CH:3]=[CH:4][C:5]([N:8]2[C:11](=[O:12])[C@H:10]([S:13][CH2:14][C:15]([C:17]3[CH:18]=[CH:19][C:20]([F:78])=[CH:21][CH:22]=3)=[O:16])[C@H:9]2[C:25]2[CH:26]=[CH:27][C:28]([O:29][CH2:30][C:39]([NH:41][CH2:42][C:46]([OH:48])=[O:47])=[O:40])=[CH:34][CH:35]=2)=[CH:6][CH:7]=1, predict the reactants needed to synthesize it. The reactants are: [F:1][C:2]1[CH:7]=[CH:6][C:5]([N:8]2[C:11](=[O:12])[C@H:10]([S:13][CH2:14][C:15]([C:17]3[CH:22]=[CH:21][C:20](OC)=[CH:19][CH:18]=3)=[O:16])[C@H:9]2[C:25]2[CH:35]=[CH:34][C:28]([O:29][CH2:30]C(O)=O)=[CH:27][CH:26]=2)=[CH:4][CH:3]=1.Cl.NC[C:39]([NH:41][C@@H:42]([C:46]([O:48]C(C)(C)C)=[O:47])C(C)C)=[O:40].CN1CCOCC1.CN(C(ON1N=NC2C=CC=CC1=2)=[N+](C)C)C.[B-](F)(F)(F)[F:78].FC(F)(F)C(O)=O. (3) Given the product [C:61]([C:58]1[S:57][C:56]([C:54]([NH:53][C@@H:41]([CH2:40][C:37]2[CH:38]=[CH:39][C:34]([C:31]3[N:30]=[CH:29][C:28]([C:5]4[CH:6]=[CH:7][C:2]([OH:1])=[CH:3][CH:4]=4)=[CH:33][N:32]=3)=[CH:35][CH:36]=2)[C:42]([N:44]2[CH2:48][CH2:47][C@H:46]([C:49]([O:51][CH3:52])=[O:50])[CH2:45]2)=[O:43])=[O:55])=[CH:60][CH:59]=1)([CH3:64])([CH3:62])[CH3:63], predict the reactants needed to synthesize it. The reactants are: [OH:1][C:2]1[CH:7]=[CH:6][C:5](B(O)O)=[CH:4][CH:3]=1.O.O.O.O.O.O.O.O.O.O.C(=O)([O-])[O-].[Na+].[Na+].Br[C:28]1[CH:29]=[N:30][C:31]([C:34]2[CH:39]=[CH:38][C:37]([CH2:40][C@H:41]([NH:53][C:54]([C:56]3[S:57][C:58]([C:61]([CH3:64])([CH3:63])[CH3:62])=[CH:59][CH:60]=3)=[O:55])[C:42]([N:44]3[CH2:48][CH2:47][C@H:46]([C:49]([O:51][CH3:52])=[O:50])[CH2:45]3)=[O:43])=[CH:36][CH:35]=2)=[N:32][CH:33]=1.C1COCC1. (4) Given the product [F:12][C:8]1[CH:7]=[C:6]([NH:5][C:3](=[O:4])[CH2:2][N:20]2[CH:21]=[CH:22][C:18]([N+:15]([O-:17])=[O:16])=[N:19]2)[CH:11]=[CH:10][CH:9]=1, predict the reactants needed to synthesize it. The reactants are: Br[CH2:2][C:3]([NH:5][C:6]1[CH:11]=[CH:10][CH:9]=[C:8]([F:12])[CH:7]=1)=[O:4].[OH-].[Na+].[N+:15]([C:18]1[CH:22]=[CH:21][NH:20][N:19]=1)([O-:17])=[O:16].S([O-])([O-])(=O)=O.C([N+](CCCC)(CCCC)CCCC)CCC.C([N+](CCCC)(CCCC)CCCC)CCC. (5) Given the product [CH2:30]([O:29][C:12]1[C:13]2[C:18](=[C:17]([O:21][CH2:22][C:23]3[CH:28]=[CH:27][CH:26]=[CH:25][CH:24]=3)[CH:16]=[CH:15][CH:14]=2)[CH:19]=[CH:20][C:11]=1[C:9]([OH:10])=[O:8])[C:31]1[CH:36]=[CH:35][CH:34]=[CH:33][CH:32]=1, predict the reactants needed to synthesize it. The reactants are: C([O:8][C:9]([C:11]1[CH:20]=[CH:19][C:18]2[C:13](=[CH:14][CH:15]=[CH:16][C:17]=2[O:21][CH2:22][C:23]2[CH:28]=[CH:27][CH:26]=[CH:25][CH:24]=2)[C:12]=1[O:29][CH2:30][C:31]1[CH:36]=[CH:35][CH:34]=[CH:33][CH:32]=1)=[O:10])C1C=CC=CC=1.CO.[OH-].[Na+].C(O)(=O)CC(CC(O)=O)(C(O)=O)O.